This data is from Forward reaction prediction with 1.9M reactions from USPTO patents (1976-2016). The task is: Predict the product of the given reaction. (1) Given the reactants [Cl:1][C:2]1[C:3]2[CH:10]=[CH:9][NH:8][C:4]=2[N:5]=[CH:6][N:7]=1.CC(C)([O-])C.[K+].[C:17]1([S:23](Cl)(=[O:25])=[O:24])[CH:22]=[CH:21][CH:20]=[CH:19][CH:18]=1.O, predict the reaction product. The product is: [Cl:1][C:2]1[C:3]2[CH:10]=[CH:9][N:8]([S:23]([C:17]3[CH:22]=[CH:21][CH:20]=[CH:19][CH:18]=3)(=[O:25])=[O:24])[C:4]=2[N:5]=[CH:6][N:7]=1. (2) Given the reactants [Br:1][C:2]1[CH:3]=[C:4]2[C:9](=[CH:10][CH:11]=1)[NH:8][C@@H:7]([CH2:12][CH2:13][CH3:14])[CH2:6][C@H:5]2[NH:15][CH:16]=[O:17].[C:18](Cl)(=[O:20])[CH3:19].N1C=CC=CC=1, predict the reaction product. The product is: [C:18]([N:8]1[C:9]2[C:4](=[CH:3][C:2]([Br:1])=[CH:11][CH:10]=2)[C@H:5]([NH:15][CH:16]=[O:17])[CH2:6][C@@H:7]1[CH2:12][CH2:13][CH3:14])(=[O:20])[CH3:19]. (3) Given the reactants [C-]#N.[Na+].[N:4]12[CH2:11][CH2:10][N:7]([CH2:8][CH2:9]1)CC2.ClC1[CH:18]=[C:17]([C:19]2[CH:24]=[CH:23][C:22]([F:25])=[CH:21][CH:20]=2)[N:16]=C(C)N=1, predict the reaction product. The product is: [F:25][C:22]1[CH:23]=[CH:24][C:19]([C:17]2[N:16]=[C:9]([CH3:8])[N:4]=[C:11]([C:10]#[N:7])[CH:18]=2)=[CH:20][CH:21]=1.